From a dataset of Forward reaction prediction with 1.9M reactions from USPTO patents (1976-2016). Predict the product of the given reaction. (1) The product is: [Cl:33][C:30]1[CH:31]=[CH:32][C:23]([NH:22][C:18]2[CH:17]=[C:16]3[C:21](=[CH:20][CH:19]=2)[N:13]([CH2:12][C:11]2[CH:34]=[CH:35][CH:36]=[C:9]([OH:8])[CH:10]=2)[CH:14]=[CH:15]3)=[C:24]([CH:29]=1)[C:25]([O:27][CH3:28])=[O:26]. Given the reactants [Si]([O:8][C:9]1[CH:10]=[C:11]([CH:34]=[CH:35][CH:36]=1)[CH2:12][N:13]1[C:21]2[C:16](=[CH:17][C:18]([NH:22][C:23]3[CH:32]=[CH:31][C:30]([Cl:33])=[CH:29][C:24]=3[C:25]([O:27][CH3:28])=[O:26])=[CH:19][CH:20]=2)[CH:15]=[CH:14]1)(C(C)(C)C)(C)C.[F-].C([N+](CCCC)(CCCC)CCCC)CCC.O1CCCC1.O.C(OCC)(=O)C, predict the reaction product. (2) Given the reactants [C:1]([O:5][C:6]([N:8]1[CH2:12][C@@H:11]([CH2:13][N:14]([CH:31]([CH3:33])[CH3:32])[C:15](=[O:30])[C:16]2[CH:21]=[CH:20][C:19]([O:22][CH3:23])=[C:18]([O:24][CH2:25][CH2:26][CH2:27][O:28][CH3:29])[CH:17]=2)[C@H:10]([NH2:34])[CH2:9]1)=[O:7])([CH3:4])([CH3:3])[CH3:2].[CH2:35]([N:42]([CH2:46][CH3:47])[C:43](Cl)=[O:44])[C:36]1[CH:41]=[CH:40][CH:39]=[CH:38][CH:37]=1.C(N(CC)CC)C.C([O-])(O)=O.[Na+], predict the reaction product. The product is: [C:1]([O:5][C:6]([N:8]1[CH2:12][C@@H:11]([CH2:13][N:14]([CH:31]([CH3:32])[CH3:33])[C:15](=[O:30])[C:16]2[CH:21]=[CH:20][C:19]([O:22][CH3:23])=[C:18]([O:24][CH2:25][CH2:26][CH2:27][O:28][CH3:29])[CH:17]=2)[C@H:10]([NH:34][C:43]([N:42]([CH2:35][C:36]2[CH:41]=[CH:40][CH:39]=[CH:38][CH:37]=2)[CH2:46][CH3:47])=[O:44])[CH2:9]1)=[O:7])([CH3:3])([CH3:4])[CH3:2]. (3) Given the reactants CO[CH:3]([O:13]C)[C:4]1[CH:11]=[CH:10][C:7]([CH:8]=O)=[CH:6][C:5]=1[F:12].[Cl:15][C:16]1[C:21]([Cl:22])=[CH:20][C:19]([NH2:23])=[C:18]([NH2:24])[CH:17]=1.C1(=O)C=CC(=O)C=C1, predict the reaction product. The product is: [Cl:15][C:16]1[C:21]([Cl:22])=[CH:20][C:19]2[N:23]=[C:8]([C:7]3[CH:10]=[CH:11][C:4]([CH:3]=[O:13])=[C:5]([F:12])[CH:6]=3)[NH:24][C:18]=2[CH:17]=1. (4) Given the reactants [O:1]1[CH2:6][CH2:5][CH:4]([C:7]([C:9]2[S:13][C:12]([NH2:14])=[N:11][C:10]=2[C:15]2[O:16][CH:17]=[CH:18][CH:19]=2)=[O:8])[CH2:3][CH2:2]1.C(N(CC)CC)C.[Br:27][CH2:28][C:29](Br)=[O:30].O, predict the reaction product. The product is: [Br:27][CH2:28][C:29]([NH:14][C:12]1[S:13][C:9]([C:7]([CH:4]2[CH2:5][CH2:6][O:1][CH2:2][CH2:3]2)=[O:8])=[C:10]([C:15]2[O:16][CH:17]=[CH:18][CH:19]=2)[N:11]=1)=[O:30]. (5) Given the reactants [Br:1][C:2]1[CH:7]=[CH:6][N:5]=[C:4](Cl)[CH:3]=1.[CH3:9][N:10]1[CH2:15][CH2:14][NH:13][CH2:12][CH2:11]1.CCN(CC)CC, predict the reaction product. The product is: [Br:1][C:2]1[CH:7]=[CH:6][N:5]=[C:4]([N:13]2[CH2:14][CH2:15][N:10]([CH3:9])[CH2:11][CH2:12]2)[CH:3]=1. (6) Given the reactants [CH3:1][C:2]1[NH:6][C:5]([C:7]([NH:9][C@H:10]2[CH2:15][CH2:14][N:13]([C:16]3[S:17][C:18]([C:21]([O:23]CC)=[O:22])=[CH:19][N:20]=3)[CH2:12][C@H:11]2[O:26][CH3:27])=[O:8])=[N:4][C:3]=1[C:28]([F:31])([F:30])[F:29].[OH-].[Na+].Cl, predict the reaction product. The product is: [CH3:1][C:2]1[NH:6][C:5]([C:7]([NH:9][C@H:10]2[CH2:15][CH2:14][N:13]([C:16]3[S:17][C:18]([C:21]([OH:23])=[O:22])=[CH:19][N:20]=3)[CH2:12][C@H:11]2[O:26][CH3:27])=[O:8])=[N:4][C:3]=1[C:28]([F:31])([F:29])[F:30]. (7) The product is: [Cl:1][C:2]1[CH:3]=[N:4][C:5]2[N:6]([N:8]=[C:9]([C:11]([N:16]3[CH2:17][CH:18]=[C:19]([C:21]4[CH:26]=[CH:25][CH:24]=[CH:23][C:22]=4[CH3:27])[CH2:20][CH:15]3[CH3:14])=[O:13])[CH:10]=2)[CH:7]=1. Given the reactants [Cl:1][C:2]1[CH:3]=[N:4][C:5]2[N:6]([N:8]=[C:9]([C:11]([OH:13])=O)[CH:10]=2)[CH:7]=1.[CH3:14][CH:15]1[CH2:20][C:19]([C:21]2[CH:26]=[CH:25][CH:24]=[CH:23][C:22]=2[CH3:27])=[CH:18][CH2:17][NH:16]1, predict the reaction product.